This data is from Forward reaction prediction with 1.9M reactions from USPTO patents (1976-2016). The task is: Predict the product of the given reaction. (1) Given the reactants Br[C:2]1[C:3]2[C:4]3[CH:17]=[CH:16][S:15][C:5]=3[C:6](=[O:14])[NH:7][C:8]=2[CH:9]=[CH:10][C:11]=1[O:12][CH3:13].CC1(C)C(C)(C)OB([C:26]2[CH:41]=[CH:40][C:29]([CH2:30][CH2:31][NH:32][C:33](=[O:39])[O:34][C:35]([CH3:38])([CH3:37])[CH3:36])=[CH:28][CH:27]=2)O1, predict the reaction product. The product is: [CH3:13][O:12][C:11]1[CH:10]=[CH:9][C:8]2[NH:7][C:6](=[O:14])[C:5]3[S:15][CH:16]=[CH:17][C:4]=3[C:3]=2[C:2]=1[C:26]1[CH:41]=[CH:40][C:29]([CH2:30][CH2:31][NH:32][C:33](=[O:39])[O:34][C:35]([CH3:37])([CH3:38])[CH3:36])=[CH:28][CH:27]=1. (2) Given the reactants [O:1]=[C:2]1[NH:7][C:6](=[O:8])[CH:5]=[CH:4][N:3]1[CH2:9][C:10]([O:12][CH2:13][C:14]1[CH:19]=[CH:18][CH:17]=[CH:16][CH:15]=1)=[O:11].[H-].[Na+].Br[CH2:23][C:24]([O:26][C:27]([CH3:30])([CH3:29])[CH3:28])=[O:25].[Cl-].[NH4+], predict the reaction product. The product is: [C:27]([O:26][C:24]([CH2:23][N:7]1[C:6](=[O:8])[CH:5]=[CH:4][N:3]([CH2:9][C:10]([O:12][CH2:13][C:14]2[CH:19]=[CH:18][CH:17]=[CH:16][CH:15]=2)=[O:11])[C:2]1=[O:1])=[O:25])([CH3:30])([CH3:29])[CH3:28].